This data is from Full USPTO retrosynthesis dataset with 1.9M reactions from patents (1976-2016). The task is: Predict the reactants needed to synthesize the given product. The reactants are: [C:1]([O:5][C:6](=[O:35])[NH:7][CH2:8][C:9]1[CH:14]=[CH:13][C:12]([C:15]2[C:16]3[CH:23]=[CH:22][N:21]([S:24]([C:27]4[CH:32]=[CH:31][C:30]([CH3:33])=[CH:29][CH:28]=4)(=[O:26])=[O:25])[C:17]=3[N:18]=[CH:19][N:20]=2)=[CH:11][C:10]=1[F:34])([CH3:4])([CH3:3])[CH3:2].[Li+].CC([N-]C(C)C)C.[Br:44]C(Cl)(Cl)C(Br)(Cl)Cl. Given the product [C:1]([O:5][C:6](=[O:35])[NH:7][CH2:8][C:9]1[CH:14]=[CH:13][C:12]([C:15]2[C:16]3[CH:23]=[C:22]([Br:44])[N:21]([S:24]([C:27]4[CH:28]=[CH:29][C:30]([CH3:33])=[CH:31][CH:32]=4)(=[O:25])=[O:26])[C:17]=3[N:18]=[CH:19][N:20]=2)=[CH:11][C:10]=1[F:34])([CH3:4])([CH3:2])[CH3:3], predict the reactants needed to synthesize it.